Dataset: NCI-60 drug combinations with 297,098 pairs across 59 cell lines. Task: Regression. Given two drug SMILES strings and cell line genomic features, predict the synergy score measuring deviation from expected non-interaction effect. (1) Drug 1: COC1=NC(=NC2=C1N=CN2C3C(C(C(O3)CO)O)O)N. Drug 2: CCC1(CC2CC(C3=C(CCN(C2)C1)C4=CC=CC=C4N3)(C5=C(C=C6C(=C5)C78CCN9C7C(C=CC9)(C(C(C8N6C)(C(=O)OC)O)OC(=O)C)CC)OC)C(=O)OC)O.OS(=O)(=O)O. Cell line: HL-60(TB). Synergy scores: CSS=60.5, Synergy_ZIP=-1.93, Synergy_Bliss=-3.59, Synergy_Loewe=-1.96, Synergy_HSA=-1.72. (2) Drug 1: CC1=C(C=C(C=C1)NC2=NC=CC(=N2)N(C)C3=CC4=NN(C(=C4C=C3)C)C)S(=O)(=O)N.Cl. Drug 2: CC(C)NC(=O)C1=CC=C(C=C1)CNNC.Cl. Cell line: UO-31. Synergy scores: CSS=7.70, Synergy_ZIP=13.0, Synergy_Bliss=15.0, Synergy_Loewe=14.9, Synergy_HSA=15.7. (3) Drug 1: C1C(C(OC1N2C=C(C(=O)NC2=O)F)CO)O. Drug 2: CC1=C2C(C(=O)C3(C(CC4C(C3C(C(C2(C)C)(CC1OC(=O)C(C(C5=CC=CC=C5)NC(=O)OC(C)(C)C)O)O)OC(=O)C6=CC=CC=C6)(CO4)OC(=O)C)O)C)O. Cell line: OVCAR-8. Synergy scores: CSS=27.4, Synergy_ZIP=-2.05, Synergy_Bliss=4.89, Synergy_Loewe=-6.39, Synergy_HSA=4.19. (4) Drug 1: COC1=C(C=C2C(=C1)N=CN=C2NC3=CC(=C(C=C3)F)Cl)OCCCN4CCOCC4. Drug 2: CN1C2=C(C=C(C=C2)N(CCCl)CCCl)N=C1CCCC(=O)O.Cl. Cell line: SW-620. Synergy scores: CSS=15.7, Synergy_ZIP=-2.92, Synergy_Bliss=5.00, Synergy_Loewe=2.42, Synergy_HSA=2.44. (5) Drug 1: C1CC(C1)(C(=O)O)C(=O)O.[NH2-].[NH2-].[Pt+2]. Drug 2: CC=C1C(=O)NC(C(=O)OC2CC(=O)NC(C(=O)NC(CSSCCC=C2)C(=O)N1)C(C)C)C(C)C. Cell line: NCI-H226. Synergy scores: CSS=4.44, Synergy_ZIP=2.39, Synergy_Bliss=0.379, Synergy_Loewe=-19.9, Synergy_HSA=-0.0767. (6) Drug 1: CC1C(C(=O)NC(C(=O)N2CCCC2C(=O)N(CC(=O)N(C(C(=O)O1)C(C)C)C)C)C(C)C)NC(=O)C3=C4C(=C(C=C3)C)OC5=C(C(=O)C(=C(C5=N4)C(=O)NC6C(OC(=O)C(N(C(=O)CN(C(=O)C7CCCN7C(=O)C(NC6=O)C(C)C)C)C)C(C)C)C)N)C. Drug 2: CC1CCC2CC(C(=CC=CC=CC(CC(C(=O)C(C(C(=CC(C(=O)CC(OC(=O)C3CCCCN3C(=O)C(=O)C1(O2)O)C(C)CC4CCC(C(C4)OC)OCCO)C)C)O)OC)C)C)C)OC. Cell line: SF-295. Synergy scores: CSS=11.9, Synergy_ZIP=-1.33, Synergy_Bliss=-0.467, Synergy_Loewe=0.726, Synergy_HSA=2.35.